From a dataset of Reaction yield outcomes from USPTO patents with 853,638 reactions. Predict the reaction yield, written as a fraction of the theoretical maximum amount of product (1.0 means a 100% yield; for example, 0.34 means a 34% yield). (1) The catalyst is CN(C=O)C.O. The reactants are [NH:1]1[CH:5]=[CH:4][N:3]=[C:2]1[NH:6][C:7]([C:9]1[C:17]2[N:16]=[C:15]([NH:18][C:19]([C:21]3[CH:22]=[C:23]4[C:28](=[CH:29][CH:30]=3)[CH2:27][NH:26][CH2:25][CH2:24]4)=[O:20])[NH:14][C:13]=2[CH:12]=[CH:11][CH:10]=1)=[O:8].CCN(C(C)C)C(C)C.Cl[C:41]([O:43][CH3:44])=[O:42].[Li+].[OH-]. The yield is 0.310. The product is [CH3:44][O:43][C:41]([N:26]1[CH2:25][CH2:24][C:23]2[C:28](=[CH:29][CH:30]=[C:21]([C:19](=[O:20])[NH:18][C:15]3[NH:14][C:13]4[CH:12]=[CH:11][CH:10]=[C:9]([C:7](=[O:8])[NH:6][C:2]5[NH:1][CH:5]=[CH:4][N:3]=5)[C:17]=4[N:16]=3)[CH:22]=2)[CH2:27]1)=[O:42]. (2) The reactants are [CH3:1][C:2]1[C:6]([C:7]([NH2:9])=[O:8])=[C:5]([NH:10][C:11](=O)[CH2:12][CH:13]([CH3:15])[CH3:14])[S:4][N:3]=1. The catalyst is N. The product is [CH2:12]([C:11]1[NH:9][C:7](=[O:8])[C:6]2[C:2]([CH3:1])=[N:3][S:4][C:5]=2[N:10]=1)[CH:13]([CH3:15])[CH3:14]. The yield is 0.380. (3) The reactants are C1CCC(N=C=NC2CCCCC2)CC1.[CH3:16][O:17][C:18]1[CH:26]=[CH:25][C:24]([O:27][CH3:28])=[CH:23][C:19]=1[C:20](O)=O.[CH3:29][NH:30][NH2:31].COC1C=CC(P2(SP(C3C=CC(OC)=CC=3)(=S)S2)=[S:41])=CC=1. The catalyst is CN(C1C=CN=CC=1)C.C(Cl)Cl.C(OCC)(=O)C. The product is [CH3:29][N:30]([C:20](=[S:41])[C:19]1[CH:23]=[C:24]([O:27][CH3:28])[CH:25]=[CH:26][C:18]=1[O:17][CH3:16])[NH2:31]. The yield is 0.820. (4) The reactants are [CH3:1][NH2:2].[Cl:3][C:4]1[C:9]([CH2:10][CH:11]=O)=[CH:8][N:7]=[C:6]2[N:13]([S:16]([C:19]3[CH:25]=[CH:24][C:22]([CH3:23])=[CH:21][CH:20]=3)(=[O:18])=[O:17])[CH:14]=[CH:15][C:5]=12.[BH-](OC(C)=O)(OC(C)=O)OC(C)=O.[Na+].[BH4-].[Na+]. The catalyst is ClCCCl. The product is [Cl:3][C:4]1[C:9]([CH2:10][CH2:11][NH:2][CH3:1])=[CH:8][N:7]=[C:6]2[N:13]([S:16]([C:19]3[CH:25]=[CH:24][C:22]([CH3:23])=[CH:21][CH:20]=3)(=[O:18])=[O:17])[CH:14]=[CH:15][C:5]=12. The yield is 0.440. (5) The reactants are C([O:3][C:4](=[O:36])[C:5]1[CH:10]=[C:9]([C:11]2[CH:12]=[C:13]3[C:19]([C:20]4[CH:25]=[CH:24][CH:23]=[CH:22][C:21]=4[O:26][CH3:27])=[N:18][N:17](COCC[Si](C)(C)C)[C:14]3=[N:15][CH:16]=2)[CH:8]=[N:7][CH:6]=1)C.[F-].C([N+](CCCC)(CCCC)CCCC)CCC. The catalyst is C1COCC1. The product is [CH3:27][O:26][C:21]1[CH:22]=[CH:23][CH:24]=[CH:25][C:20]=1[C:19]1[C:13]2[C:14](=[N:15][CH:16]=[C:11]([C:9]3[CH:8]=[N:7][CH:6]=[C:5]([CH:10]=3)[C:4]([OH:36])=[O:3])[CH:12]=2)[NH:17][N:18]=1. The yield is 1.19. (6) The product is [F:39][C:19]1[CH:18]=[C:17]([NH:16][C:13]([NH:14][C:9](=[O:10])[CH2:8][C:5]2[CH:6]=[CH:7][C:2]([F:1])=[CH:3][CH:4]=2)=[S:12])[CH:38]=[CH:37][C:20]=1[O:21][C:22]1[N:23]=[CH:24][N:25]=[C:26]([NH:28][C:29]([N:31]2[CH2:32][CH2:33][O:34][CH2:35][CH2:36]2)=[O:30])[CH:27]=1. The reactants are [F:1][C:2]1[CH:7]=[CH:6][C:5]([CH2:8][C:9](Cl)=[O:10])=[CH:4][CH:3]=1.[S-:12][C:13]#[N:14].[K+].[NH2:16][C:17]1[CH:38]=[CH:37][C:20]([O:21][C:22]2[CH:27]=[C:26]([NH:28][C:29]([N:31]3[CH2:36][CH2:35][O:34][CH2:33][CH2:32]3)=[O:30])[N:25]=[CH:24][N:23]=2)=[C:19]([F:39])[CH:18]=1.CCCCCC. The catalyst is C(#N)C.C(OCC)C. The yield is 0.569. (7) The reactants are [CH3:1][O:2][C:3](=[O:17])[CH:4]([N:6]1[C:14]2[C:13]([F:15])=[CH:12][N:11]=[CH:10][C:9]=2[C:8]([I:16])=[CH:7]1)[CH3:5].CI.[CH3:20]C(C)([O-])C.[K+]. The catalyst is C1COCC1. The product is [CH3:1][O:2][C:3](=[O:17])[C:4]([N:6]1[C:14]2[C:13]([F:15])=[CH:12][N:11]=[CH:10][C:9]=2[C:8]([I:16])=[CH:7]1)([CH3:20])[CH3:5]. The yield is 0.780. (8) The reactants are [Cl:1][C:2]1[CH:7]=[CH:6][C:5]([CH2:8][N:9]2[CH2:13][CH2:12][NH:11][C:10]2=[CH:14][N+:15]([O-:17])=[O:16])=[CH:4][N:3]=1.C(#N)C.[CH:21](=[O:25])[C:22]([CH3:24])=[CH2:23]. The catalyst is C(O)(=O)C. The product is [Cl:1][C:2]1[N:3]=[CH:4][C:5]([CH2:8][N:9]2[C:10]3=[C:14]([N+:15]([O-:17])=[O:16])[CH2:23][CH:22]([CH3:24])[CH:21]([OH:25])[N:11]3[CH2:12][CH2:13]2)=[CH:6][CH:7]=1. The yield is 0.630.